This data is from Full USPTO retrosynthesis dataset with 1.9M reactions from patents (1976-2016). The task is: Predict the reactants needed to synthesize the given product. Given the product [CH3:1][O:2][C:3](=[O:11])[C:4]1[CH:9]=[CH:8][CH:7]=[CH:6][C:5]=1[O:10][C:13]1[CH:18]=[CH:17][C:16]([F:19])=[CH:15][C:14]=1[N+:20]([O-:22])=[O:21].[CH3:23][O:24][C:25](=[O:41])[C:26]1[CH:31]=[CH:30][CH:29]=[CH:28][C:27]=1[O:32][C:33]1[CH:38]=[CH:37][C:36]([F:39])=[CH:35][C:34]=1[NH:40][C:3]([NH:42][C:43]1[S:44][CH:45]=[CH:46][N:47]=1)=[O:11], predict the reactants needed to synthesize it. The reactants are: [CH3:1][O:2][C:3](=[O:11])[C:4]1[CH:9]=[CH:8][CH:7]=[CH:6][C:5]=1[OH:10].F[C:13]1[CH:18]=[CH:17][C:16]([F:19])=[CH:15][C:14]=1[N+:20]([O-:22])=[O:21].[CH3:23][O:24][C:25](=[O:41])[C:26]1[CH:31]=[CH:30][CH:29]=[CH:28][C:27]=1[O:32][C:33]1[CH:38]=[CH:37][C:36]([F:39])=[CH:35][C:34]=1[NH2:40].[NH2:42][C:43]1[S:44][CH:45]=[CH:46][N:47]=1.